From a dataset of Reaction yield outcomes from USPTO patents with 853,638 reactions. Predict the reaction yield, written as a fraction of the theoretical maximum amount of product (1.0 means a 100% yield; for example, 0.34 means a 34% yield). (1) The reactants are C[O:2][C:3]1[CH:8]=[C:7]([O:9]C)[C:6]([C:11]2[CH:16]=[CH:15][CH:14]=[CH:13][C:12]=2[F:17])=[CH:5][C:4]=1[C:18]1[CH:23]=[CH:22][CH:21]=[CH:20][C:19]=1[F:24].ClCCl.B(Br)(Br)Br.CO. The catalyst is O. The product is [F:17][C:12]1[CH:13]=[CH:14][CH:15]=[CH:16][C:11]=1[C:6]1[CH:5]=[C:4]([C:18]2[CH:23]=[CH:22][CH:21]=[CH:20][C:19]=2[F:24])[C:3]([OH:2])=[CH:8][C:7]=1[OH:9]. The yield is 1.00. (2) The reactants are [O:1]1[CH2:6][CH:5]=[C:4]([C:7]2[N:12]=[C:11]([NH:13][C:14]([NH:16][C:17]3[C:26]4[C:21](=[C:22]([F:27])[CH:23]=[CH:24][CH:25]=4)[N:20]=[CH:19][CH:18]=3)=[O:15])[CH:10]=[CH:9][CH:8]=2)[CH2:3][CH2:2]1.CN(C=O)C.[H][H]. The catalyst is [Pd].CO.CC(O)=O. The product is [F:27][C:22]1[CH:23]=[CH:24][CH:25]=[C:26]2[C:21]=1[N:20]=[CH:19][CH:18]=[C:17]2[NH:16][C:14]([NH:13][C:11]1[CH:10]=[CH:9][CH:8]=[C:7]([CH:4]2[CH2:3][CH2:2][O:1][CH2:6][CH2:5]2)[N:12]=1)=[O:15]. The yield is 0.990.